This data is from NCI-60 drug combinations with 297,098 pairs across 59 cell lines. The task is: Regression. Given two drug SMILES strings and cell line genomic features, predict the synergy score measuring deviation from expected non-interaction effect. (1) Drug 1: C1CC(C1)(C(=O)O)C(=O)O.[NH2-].[NH2-].[Pt+2]. Drug 2: C1=NC2=C(N1)C(=S)N=CN2. Cell line: OVCAR-8. Synergy scores: CSS=28.5, Synergy_ZIP=-11.7, Synergy_Bliss=-7.27, Synergy_Loewe=-10.4, Synergy_HSA=-3.87. (2) Drug 1: COC1=C(C=C2C(=C1)N=CN=C2NC3=CC(=C(C=C3)F)Cl)OCCCN4CCOCC4. Drug 2: CC(C)(C#N)C1=CC(=CC(=C1)CN2C=NC=N2)C(C)(C)C#N. Cell line: SF-295. Synergy scores: CSS=4.10, Synergy_ZIP=-2.92, Synergy_Bliss=-2.25, Synergy_Loewe=-0.438, Synergy_HSA=-0.284. (3) Drug 2: C1=CC(=C(C=C1I)F)NC2=C(C=CC(=C2F)F)C(=O)NOCC(CO)O. Drug 1: C1=CC=C(C=C1)NC(=O)CCCCCCC(=O)NO. Synergy scores: CSS=59.6, Synergy_ZIP=0.331, Synergy_Bliss=2.89, Synergy_Loewe=4.96, Synergy_HSA=5.86. Cell line: OVCAR3. (4) Drug 1: CS(=O)(=O)C1=CC(=C(C=C1)C(=O)NC2=CC(=C(C=C2)Cl)C3=CC=CC=N3)Cl. Drug 2: CC1C(C(=O)NC(C(=O)N2CCCC2C(=O)N(CC(=O)N(C(C(=O)O1)C(C)C)C)C)C(C)C)NC(=O)C3=C4C(=C(C=C3)C)OC5=C(C(=O)C(=C(C5=N4)C(=O)NC6C(OC(=O)C(N(C(=O)CN(C(=O)C7CCCN7C(=O)C(NC6=O)C(C)C)C)C)C(C)C)C)N)C. Cell line: SF-295. Synergy scores: CSS=36.4, Synergy_ZIP=11.0, Synergy_Bliss=18.2, Synergy_Loewe=18.7, Synergy_HSA=18.7. (5) Drug 1: CC(C)NC(=O)C1=CC=C(C=C1)CNNC.Cl. Drug 2: CC1C(C(CC(O1)OC2CC(CC3=C2C(=C4C(=C3O)C(=O)C5=C(C4=O)C(=CC=C5)OC)O)(C(=O)CO)O)N)O.Cl. Cell line: HOP-92. Synergy scores: CSS=67.2, Synergy_ZIP=3.99, Synergy_Bliss=5.37, Synergy_Loewe=4.05, Synergy_HSA=10.4. (6) Drug 1: CCC(=C(C1=CC=CC=C1)C2=CC=C(C=C2)OCCN(C)C)C3=CC=CC=C3.C(C(=O)O)C(CC(=O)O)(C(=O)O)O. Drug 2: CC1=C(C=C(C=C1)NC(=O)C2=CC=C(C=C2)CN3CCN(CC3)C)NC4=NC=CC(=N4)C5=CN=CC=C5. Cell line: SNB-19. Synergy scores: CSS=5.83, Synergy_ZIP=-0.895, Synergy_Bliss=0.803, Synergy_Loewe=0.297, Synergy_HSA=0.691. (7) Drug 1: C1CC(C1)(C(=O)O)C(=O)O.[NH2-].[NH2-].[Pt+2]. Drug 2: C1=NNC2=C1C(=O)NC=N2. Cell line: U251. Synergy scores: CSS=23.9, Synergy_ZIP=-4.53, Synergy_Bliss=1.27, Synergy_Loewe=-3.51, Synergy_HSA=1.00. (8) Drug 1: C1CC(=O)NC(=O)C1N2CC3=C(C2=O)C=CC=C3N. Drug 2: CC(C1=C(C=CC(=C1Cl)F)Cl)OC2=C(N=CC(=C2)C3=CN(N=C3)C4CCNCC4)N. Cell line: SF-268. Synergy scores: CSS=12.4, Synergy_ZIP=3.30, Synergy_Bliss=5.67, Synergy_Loewe=2.65, Synergy_HSA=3.88. (9) Drug 1: C1CCN(CC1)CCOC2=CC=C(C=C2)C(=O)C3=C(SC4=C3C=CC(=C4)O)C5=CC=C(C=C5)O. Drug 2: CC1=C(C(CCC1)(C)C)C=CC(=CC=CC(=CC(=O)O)C)C. Cell line: OVCAR-4. Synergy scores: CSS=-5.94, Synergy_ZIP=1.56, Synergy_Bliss=-4.89, Synergy_Loewe=-8.78, Synergy_HSA=-8.08.